This data is from Forward reaction prediction with 1.9M reactions from USPTO patents (1976-2016). The task is: Predict the product of the given reaction. (1) Given the reactants [C:1](/[C:3](=[C:5]1/[C:6]2[CH:38]=[CH:37][C:36]([F:39])=[CH:35][C:7]=2[O:8][CH2:9][C:10]2[CH:15]=[C:14]([CH2:16][C:17]3[N:21]4[CH:22]=[CH:23][CH:24]=[C:25](C(OCCC)=O)[C:20]4=N[C:18]=3[CH:32]3[CH2:34][CH2:33]3)[CH:13]=[CH:12][C:11]/1=2)/[CH3:4])#[N:2].[CH3:40][Mg]Cl.[Cl-].[NH4+:44].[CH2:45]1[CH2:49][O:48]CC1, predict the reaction product. The product is: [CH:32]1([C:18]2[N:44]=[C:20]3[C:25]([C:49]([OH:48])([CH3:45])[CH3:40])=[CH:24][CH:23]=[CH:22][N:21]3[C:17]=2[CH2:16][C:14]2[CH:13]=[CH:12][C:11]3/[C:5](=[C:3](/[CH3:4])\[C:1]#[N:2])/[C:6]4[CH:38]=[CH:37][C:36]([F:39])=[CH:35][C:7]=4[O:8][CH2:9][C:10]=3[CH:15]=2)[CH2:34][CH2:33]1. (2) The product is: [ClH:16].[Cl:16][C:17]1[N:18]=[CH:19][N:20]=[C:21]([N:23]2[C:4](=[O:15])[C:5]([N:10]3[CH:14]=[CH:13][N:12]=[N:11]3)=[CH:6][NH:7]2)[CH:22]=1. Given the reactants C(O[C:4](=[O:15])[C:5]([N:10]1[CH:14]=[CH:13][N:12]=[N:11]1)=[CH:6][N:7](C)C)C.[Cl:16][C:17]1[CH:22]=[C:21]([NH:23]N)[N:20]=[CH:19][N:18]=1.C(O)(C(F)(F)F)=O.Cl.C[O-].[Na+], predict the reaction product. (3) Given the reactants C([O:3][C:4]([C:6]1[C:10]2[CH:11]=[CH:12][C:13]([OH:15])=[CH:14][C:9]=2[O:8][CH:7]=1)=O)C.CC(C[AlH]CC(C)C)C, predict the reaction product. The product is: [OH:3][CH2:4][C:6]1[C:10]2[CH:11]=[CH:12][C:13]([OH:15])=[CH:14][C:9]=2[O:8][CH:7]=1.